Dataset: Catalyst prediction with 721,799 reactions and 888 catalyst types from USPTO. Task: Predict which catalyst facilitates the given reaction. Reactant: [C:1]([CH2:3][NH:4][C:5](=[O:43])[C@H:6]([CH2:39][CH:40]([CH3:42])[CH3:41])[NH:7][C:8]1[C:12]([C:13]2[CH:18]=[CH:17][C:16]([N:19]3[CH2:24][CH2:23][N:22](C(OC(C)(C)C)=O)[CH2:21][CH2:20]3)=[CH:15][CH:14]=2)=[CH:11][N:10](C(OC(C)(C)C)=O)[N:9]=1)#[N:2].CS(O)(=O)=O.C([O-])(O)=O.[Na+]. Product: [C:1]([CH2:3][NH:4][C:5](=[O:43])[C@H:6]([CH2:39][CH:40]([CH3:41])[CH3:42])[NH:7][C:8]1[C:12]([C:13]2[CH:14]=[CH:15][C:16]([N:19]3[CH2:20][CH2:21][NH:22][CH2:23][CH2:24]3)=[CH:17][CH:18]=2)=[CH:11][NH:10][N:9]=1)#[N:2]. The catalyst class is: 1.